This data is from Forward reaction prediction with 1.9M reactions from USPTO patents (1976-2016). The task is: Predict the product of the given reaction. (1) Given the reactants C(OC(=O)[NH:7][C:8]1[CH:13]=[C:12]([O:14][CH2:15][CH2:16][O:17][CH3:18])[C:11]([C:19]([F:22])([F:21])[F:20])=[CH:10][C:9]=1[NH:23][C:24](=[O:42])[CH2:25][C:26]([C:28]1[CH:33]=[CH:32][CH:31]=[C:30]([C:34]2[CH:39]=[CH:38][N:37]=[C:36]([C:40]#[N:41])[CH:35]=2)[CH:29]=1)=O)(C)(C)C.C(O)(C(F)(F)F)=O, predict the reaction product. The product is: [CH3:18][O:17][CH2:16][CH2:15][O:14][C:12]1[C:11]([C:19]([F:20])([F:21])[F:22])=[CH:10][C:9]2[NH:23][C:24](=[O:42])[CH2:25][C:26]([C:28]3[CH:29]=[C:30]([C:34]4[CH:39]=[CH:38][N:37]=[C:36]([C:40]#[N:41])[CH:35]=4)[CH:31]=[CH:32][CH:33]=3)=[N:7][C:8]=2[CH:13]=1. (2) Given the reactants [C:1]([N:3]1[CH2:8][CH2:7][CH:6]([N:9]([CH:23]2[CH2:25][CH2:24]2)[C:10](=[O:22])[C:11]2[CH:16]=[CH:15][C:14]([C:17]3[O:21][CH:20]=[N:19][CH:18]=3)=[CH:13][CH:12]=2)[CH2:5][CH2:4]1)#[N:2].[OH:26][CH2:27][C:28]([CH3:34])([CH3:33])[C:29]([NH:31][OH:32])=N, predict the reaction product. The product is: [CH:23]1([N:9]([CH:6]2[CH2:5][CH2:4][N:3]([C:1]3[O:32][N:31]=[C:29]([C:28]([CH3:34])([CH3:33])[CH2:27][OH:26])[N:2]=3)[CH2:8][CH2:7]2)[C:10](=[O:22])[C:11]2[CH:12]=[CH:13][C:14]([C:17]3[O:21][CH:20]=[N:19][CH:18]=3)=[CH:15][CH:16]=2)[CH2:25][CH2:24]1. (3) Given the reactants [NH2:1][C@H:2]1[CH2:6][CH2:5][N:4]([CH2:7][C:8]2[CH:13]=[CH:12][C:11]([NH2:14])=[C:10]([N+:15]([O-:17])=[O:16])[CH:9]=2)[C:3]1=[O:18].[CH3:19][O:20][C:21]1[CH:30]=[C:29]2[C:24]([CH:25]=[CH:26][C:27]([S:31](Cl)(=[O:33])=[O:32])=[CH:28]2)=[CH:23][CH:22]=1, predict the reaction product. The product is: [NH2:14][C:11]1[CH:12]=[CH:13][C:8]([CH2:7][N:4]2[CH2:5][CH2:6][C@H:2]([NH:1][S:31]([C:27]3[CH:26]=[CH:25][C:24]4[C:29](=[CH:30][C:21]([O:20][CH3:19])=[CH:22][CH:23]=4)[CH:28]=3)(=[O:33])=[O:32])[C:3]2=[O:18])=[CH:9][C:10]=1[N+:15]([O-:17])=[O:16]. (4) Given the reactants C([O:3][C:4]([C:6]1[CH:7]=[N:8][N:9]([C:12]2[CH:17]=[CH:16][C:15]([Br:18])=[CH:14][N:13]=2)[C:10]=1[CH3:11])=[O:5])C.C(O)C.[OH-].[Na+], predict the reaction product. The product is: [Br:18][C:15]1[CH:16]=[CH:17][C:12]([N:9]2[C:10]([CH3:11])=[C:6]([C:4]([OH:5])=[O:3])[CH:7]=[N:8]2)=[N:13][CH:14]=1.